Dataset: Forward reaction prediction with 1.9M reactions from USPTO patents (1976-2016). Task: Predict the product of the given reaction. (1) Given the reactants [CH2:1]([C:4]1[C:9]([Br:10])=[CH:8][N:7]=[CH:6][C:5]=1[CH:11]([OH:21])[C:12]1[CH:19]=[CH:18][C:15]([C:16]#[N:17])=[C:14]([F:20])[CH:13]=1)[CH:2]=[CH2:3], predict the reaction product. The product is: [CH2:1]([C:4]1[C:9]([Br:10])=[CH:8][N:7]=[CH:6][C:5]=1[C:11]([C:12]1[CH:19]=[CH:18][C:15]([C:16]#[N:17])=[C:14]([F:20])[CH:13]=1)=[O:21])[CH:2]=[CH2:3]. (2) Given the reactants C1CCN2C(=NCCC2)CC1.[CH3:12][O:13][C:14](=[O:33])[CH:15]([NH:22]C(OCC1C=CC=CC=1)=O)P(OC)(OC)=O.[CH3:34][C:35]1[CH:36]=[C:37]([CH:43]=O)[C:38](=[CH:41][CH:42]=1)[CH:39]=O.C(OC(C(F)(F)F)=O)(C(F)(F)F)=O, predict the reaction product. The product is: [CH3:34][C:35]1[CH:36]=[C:37]2[C:38](=[CH:41][CH:42]=1)[CH:39]=[N:22][C:15]([C:14]([O:13][CH3:12])=[O:33])=[CH:43]2. (3) Given the reactants [Si:1]([O:8][C@H:9]1[CH2:12][N:11](C(OC(C)(C)C)=O)[C@@H:10]1[C:20]([O:22][CH3:23])=[O:21])([C:4]([CH3:7])([CH3:6])[CH3:5])([CH3:3])[CH3:2].C(O)(C(F)(F)F)=O, predict the reaction product. The product is: [Si:1]([O:8][C@H:9]1[CH2:12][NH:11][C@@H:10]1[C:20]([O:22][CH3:23])=[O:21])([C:4]([CH3:7])([CH3:6])[CH3:5])([CH3:2])[CH3:3]. (4) The product is: [NH3:4].[CH3:35][OH:36].[F:21][C:6]1[C:7]([NH:9][CH:10]2[CH2:15][C:14]([CH3:17])([CH3:16])[N:13]([CH3:18])[C:12]([CH3:20])([CH3:19])[CH2:11]2)=[N:8][C:3]([NH:34][C:24]2[CH:25]=[C:26]([N:29]3[CH:33]=[N:32][N:31]=[N:30]3)[CH:27]=[CH:28][C:23]=2[F:22])=[N:4][CH:5]=1. Given the reactants Cl.Cl[C:3]1[N:8]=[C:7]([NH:9][CH:10]2[CH2:15][C:14]([CH3:17])([CH3:16])[N:13]([CH3:18])[C:12]([CH3:20])([CH3:19])[CH2:11]2)[C:6]([F:21])=[CH:5][N:4]=1.[F:22][C:23]1[CH:28]=[CH:27][C:26]([N:29]2[CH:33]=[N:32][N:31]=[N:30]2)=[CH:25][C:24]=1[NH2:34].[C:35](O)(C(F)(F)F)=[O:36].N1C=CC=NC=1, predict the reaction product. (5) Given the reactants [Cl:1][C:2]1[CH:3]=[C:4]([CH3:11])[C:5]([OH:10])=[C:6]([CH:9]=1)[CH:7]=O.C1(P([CH2:31][C:32]([O:34][C:35]([CH3:38])([CH3:37])[CH3:36])=[O:33])(C2C=CC=CC=2)C2C=CC=CC=2)C=CC=CC=1.C1CCN2C(=NCCC2)CC1, predict the reaction product. The product is: [Cl:1][C:2]1[CH:3]=[C:4]([CH3:11])[C:5]([OH:10])=[C:6](/[CH:7]=[CH:31]/[C:32]([O:34][C:35]([CH3:38])([CH3:37])[CH3:36])=[O:33])[CH:9]=1. (6) The product is: [CH:35]([C:34]1[C:37]([O:17][CH2:18][O:19][CH2:20][CH2:21][O:22][CH3:23])=[C:38]([C:2]2[C:16]([O:17][CH2:18][O:19][CH2:20][CH2:21][O:22][CH3:23])=[CH:15][CH:14]=[C:4]([CH2:5][NH:6][C:7](=[O:13])[O:8][C:9]([CH3:12])([CH3:11])[CH3:10])[CH:3]=2)[CH:39]=[CH:32][CH:33]=1)=[O:36]. Given the reactants Br[C:2]1[CH:3]=[C:4]([CH:14]=[CH:15][C:16]=1[O:17][CH2:18][O:19][CH2:20][CH2:21][O:22][CH3:23])[CH2:5][NH:6][C:7](=[O:13])[O:8][C:9]([CH3:12])([CH3:11])[CH3:10].CC1(C)C(C)(C)OB([C:32]2[CH:33]=[C:34]([CH:37]=[CH:38][CH:39]=2)[CH:35]=[O:36])O1, predict the reaction product.